Dataset: Full USPTO retrosynthesis dataset with 1.9M reactions from patents (1976-2016). Task: Predict the reactants needed to synthesize the given product. (1) Given the product [NH2:49][C:50]1[N:58]=[C:57]2[C:53]([N:54]=[CH:55][N:56]2[C@@H:59]2[O:81][C@H:80]([CH2:82][OH:83])[C@@H:70]([OH:71])[C@H:60]2[OH:61])=[C:52]([N:8]2[CH2:7][CH2:4][CH2:5][CH2:9]2)[N:51]=1, predict the reactants needed to synthesize it. The reactants are: NC1N=[C:9]2[C:5](N[CH:7]=[N:8]2)=[C:4](Cl)N=1.CC(OC1O[C@H](COC(C2C=CC=CC=2)=O)[C@@H](OC(C2C=CC=CC=2)=O)[C@H]1OC(C1C=CC=CC=1)=O)=O.[NH2:49][C:50]1[N:58]=[C:57]2[C:53]([N:54]=[CH:55][N:56]2[C@@H:59]2[O:81][C@H:80]([CH2:82][O:83]C(=O)C3C=CC=CC=3)[C@@H:70]([O:71]C(=O)C3C=CC=CC=3)[C@H:60]2[O:61]C(=O)C2C=CC=CC=2)=[C:52](Cl)[N:51]=1.N1CCCC1. (2) Given the product [CH2:2]([O:9][C:10]([N:12]1[CH2:17][CH2:16][CH:15]([C@@H:18]([NH:20][C:50]([C:46]2[CH:45]=[C:44]3[C:49](=[CH:48][CH:47]=2)[N:41]([CH2:40][C:37]2[CH:36]=[CH:35][C:34]([C:29]4[C:28]([C:26]([OH:27])=[O:25])=[CH:33][CH:32]=[CH:31][CH:30]=4)=[CH:39][CH:38]=2)[C:42]([CH3:54])=[C:43]3[CH3:53])=[O:51])[CH3:19])[CH2:14][CH2:13]1)=[O:11])[C:3]1[CH:8]=[CH:7][CH:6]=[CH:5][CH:4]=1, predict the reactants needed to synthesize it. The reactants are: [Cl-].[CH2:2]([O:9][C:10]([N:12]1[CH2:17][CH2:16][CH:15]([C@@H:18]([NH3+:20])[CH3:19])[CH2:14][CH2:13]1)=[O:11])[C:3]1[CH:8]=[CH:7][CH:6]=[CH:5][CH:4]=1.C([O:25][C:26]([C:28]1[CH:33]=[CH:32][CH:31]=[CH:30][C:29]=1[C:34]1[CH:39]=[CH:38][C:37]([CH2:40][N:41]2[C:49]3[C:44](=[CH:45][C:46]([C:50](O)=[O:51])=[CH:47][CH:48]=3)[C:43]([CH3:53])=[C:42]2[CH3:54])=[CH:36][CH:35]=1)=[O:27])(C)(C)C.